This data is from Rat liver microsome stability data. The task is: Regression/Classification. Given a drug SMILES string, predict its absorption, distribution, metabolism, or excretion properties. Task type varies by dataset: regression for continuous measurements (e.g., permeability, clearance, half-life) or binary classification for categorical outcomes (e.g., BBB penetration, CYP inhibition). Dataset: rlm. The molecule is COC(=O)c1c(NC(=O)Cc2coc3cc(C)ccc23)sc2c1CCC2. The result is 1 (stable in rat liver microsomes).